From a dataset of Experimentally validated miRNA-target interactions with 360,000+ pairs, plus equal number of negative samples. Binary Classification. Given a miRNA mature sequence and a target amino acid sequence, predict their likelihood of interaction. (1) The miRNA is hsa-miR-4505 with sequence AGGCUGGGCUGGGACGGA. The protein sequence of the target gene is MMDSEAHEKRPPMLTSSNQDLSPHIAGVGDMKHYLCGYCAAFNNVAITYPVQKILFRQQLYGIKTRDAVLQLRKDGFRNLYRGILPPLMQKTTTLALMFGLYEDLSRLLHKHVSSAPEFATRSVAALLAGTTEAILTPFERVQTLLQDHKHHDKFTNTYQAFRALRCHGIAEYYRGMVPILFRNGFGNVLFFGLRGPIKESLPTATTYSAHLVNDFICGGVLGAVLGFLSFPINVVKARIQSQIGGPFLSLPMVFKTIWIERDRKLINLFRGAHLNYHRSLISWGIINATYEFLLKIV. Result: 0 (no interaction). (2) The miRNA is mmu-miR-345-5p with sequence GCUGACCCCUAGUCCAGUGCUU. The protein sequence of the target gene is MMTAKAVDKIPVTLSGFVHQLSDNIYPVEDLAATSVTIFPNAELGGPFDQMNGVAGDGMINIDMTGEKRSLDLPYPSSFAPVSAPRNQTFTYMGKFSIDPQYPGASCYPEGIINIVSAGILQGVTSPASTTASSSVTSASPNPLATGPLGVCTMSQTQPDLDHLYSPPPPPPPYSGCAGDLYQDPSAFLSAATTSTSSSLAYPPPPSYPSPKPATDPGLFPMIPDYPGFFPSQCQRDLHGTAGPDRKPFPCPLDTLRVPPPLTPLSTIRNFTLGGPSAGVTGPGASGGSEGPRLPGSSSA.... Result: 0 (no interaction). (3) The miRNA is hsa-miR-520c-3p with sequence AAAGUGCUUCCUUUUAGAGGGU. The protein sequence of the target gene is MLLYRGAPAGPGAPGCGLARPGGGPQAFGIRLSTMSPRYLQSNSSSHTRPFSAIAELLDNAVDPDVSARTVFIDVEEVKNKSCLTFTDDGCGMTPHKLHRMLSFGFTDKVIKKSQCPIGVFGNGFKSGSMRLGKDALVFTKNGGTLTVGLLSQTYLECVQAQAVIVPIVPFNQQNKKMIITEDSLPSLEAILNYSIFNRENDLLAQFDAIPGKKGTRVLIWNIRRNKNGKSELDFDTDQYDILVSDFDTEEKMTGGVTSELPETEYSLRAFCGILYMKPRMKIFLRQKKVTTQMIAKSLA.... Result: 0 (no interaction). (4) The miRNA is hsa-miR-23b-3p with sequence AUCACAUUGCCAGGGAUUACCAC. The protein sequence of the target gene is MIPVSLVVVVVGGWTVVYLTDLVLKSSVYFKHSYEDWLENNGLSISPFHIRWQTAVFNRAFYSWGRRKARMLYQWFNFGMVFGVIAMFSSFFLLGKTLMQTLAQMMADSPSSYSSSSSSSSSSSSSSSSSSSSSSSLHNEQVLQVVVPGINLPVNQLTYFFTAVLISGVVHEIGHGIAAIREQVRFNGFGIFLFIIYPGAFVDLFTTHLQLISPVQQLRIFCAGIWHNFVLALLGILALVLLPVILLPFYYTGVGVLITEVAEDSPAIGPRGLFVGDLVTHLQDCPVTNVQDWNECLDTI.... Result: 0 (no interaction).